Task: Predict the reactants needed to synthesize the given product.. Dataset: Full USPTO retrosynthesis dataset with 1.9M reactions from patents (1976-2016) (1) Given the product [Cl:1][C:2]1[CH:7]=[CH:6][C:5]([C:20]2[CH:25]=[CH:24][CH:23]=[CH:22][N:21]=2)=[CH:4][C:3]=1[N+:11]([O-:13])=[O:12], predict the reactants needed to synthesize it. The reactants are: [Cl:1][C:2]1[CH:7]=[CH:6][C:5](B(O)O)=[CH:4][C:3]=1[N+:11]([O-:13])=[O:12].C([O-])(O)=O.[Na+].Br[C:20]1[CH:25]=[CH:24][CH:23]=[CH:22][N:21]=1. (2) The reactants are: Cl.[Cl:2][C:3]1[C:4]([S:11][CH3:12])=[C:5]([NH:9]N)[CH:6]=[CH:7][CH:8]=1.O.Cl.[NH:15]1[CH2:20][CH2:19][C:18](=O)[CH2:17][CH2:16]1.Cl. Given the product [ClH:2].[Cl:2][C:3]1[CH:8]=[CH:7][C:6]2[C:17]3[CH2:16][NH:15][CH2:20][CH2:19][C:18]=3[NH:9][C:5]=2[C:4]=1[S:11][CH3:12], predict the reactants needed to synthesize it. (3) Given the product [CH2:35]([C:25]1[CH:26]=[C:27]([C:28]2[O:13][C:11]([C:9]3[CH:8]=[C:7]([O:14][CH3:15])[CH:6]=[C:5]([CH2:1][CH:2]([CH3:3])[CH3:4])[N:10]=3)=[N:31][N:30]=2)[CH:32]=[C:33]([CH3:34])[C:24]=1[OH:23])[CH3:36], predict the reactants needed to synthesize it. The reactants are: [CH2:1]([C:5]1[N:10]=[C:9]([C:11]([OH:13])=O)[CH:8]=[C:7]([O:14][CH3:15])[CH:6]=1)[CH:2]([CH3:4])[CH3:3].C([O:23][C:24]1[C:33]([CH3:34])=[CH:32][C:27]([C:28]([NH:30][NH2:31])=O)=[CH:26][C:25]=1[CH2:35][CH3:36])C1C=CC=CC=1. (4) Given the product [O:1]=[C:2]1[C:7]([C:8]([NH:19][C@@H:20]([CH2:28][CH2:29][CH2:30][NH:31][C:32]([NH:34][S:35]([C:38]2[C:39]([CH3:52])=[C:40]3[C:45](=[C:46]([CH3:49])[C:47]=2[CH3:48])[O:44][C:43]([CH3:51])([CH3:50])[CH2:42][CH2:41]3)(=[O:36])=[O:37])=[NH:33])[C:21]([O:23][C:24]([CH3:25])([CH3:26])[CH3:27])=[O:22])=[O:10])=[CH:6][CH:5]=[CH:4][N:3]1[CH:11]([C:13]1[CH:18]=[CH:17][CH:16]=[CH:15][CH:14]=1)[CH3:12], predict the reactants needed to synthesize it. The reactants are: [O:1]=[C:2]1[C:7]([C:8]([OH:10])=O)=[CH:6][CH:5]=[CH:4][N:3]1[CH:11]([C:13]1[CH:18]=[CH:17][CH:16]=[CH:15][CH:14]=1)[CH3:12].[NH2:19][C@@H:20]([CH2:28][CH2:29][CH2:30][NH:31][C:32]([NH:34][S:35]([C:38]1[C:39]([CH3:52])=[C:40]2[C:45](=[C:46]([CH3:49])[C:47]=1[CH3:48])[O:44][C:43]([CH3:51])([CH3:50])[CH2:42][CH2:41]2)(=[O:37])=[O:36])=[NH:33])[C:21]([O:23][C:24]([CH3:27])([CH3:26])[CH3:25])=[O:22].CN(C(ON1N=NC2C=CC=CC1=2)=[N+](C)C)C.F[P-](F)(F)(F)(F)F.CCN(C(C)C)C(C)C. (5) Given the product [ClH:38].[ClH:38].[CH3:17][N:18]1[CH:22]=[C:21]([C:2]2[CH:3]=[CH:4][C:5]([CH2:6][NH2:7])=[CH:15][CH:16]=2)[CH:20]=[N:19]1, predict the reactants needed to synthesize it. The reactants are: Br[C:2]1[CH:16]=[CH:15][C:5]([CH2:6][NH:7]C(=O)OC(C)(C)C)=[CH:4][CH:3]=1.[CH3:17][N:18]1[CH:22]=[C:21](B2OC(C)(C)C(C)(C)O2)[CH:20]=[N:19]1.C(=O)([O-])[O-].[Na+].[Na+].[ClH:38].